From a dataset of Reaction yield outcomes from USPTO patents with 853,638 reactions. Predict the reaction yield, written as a fraction of the theoretical maximum amount of product (1.0 means a 100% yield; for example, 0.34 means a 34% yield). The reactants are [CH2:1]([O:4][C:5]1([CH3:46])[CH2:10][CH2:9][N:8]([C:11]2[N:16]3[N:17]=[C:18]([C:20](=O)[NH:21][CH2:22][C:23](=O)[CH2:24][C:25]4[CH:30]=[CH:29][CH:28]=[C:27]([Br:31])[CH:26]=4)[CH:19]=[C:15]3[N:14]=[C:13]([CH3:34])[C:12]=2[C@H:35]([O:41][C:42]([CH3:45])([CH3:44])[CH3:43])[C:36]([O:38][CH2:39][CH3:40])=[O:37])[CH2:7][CH2:6]1)[CH:2]=[CH2:3].COC1C=CC(P2(SP(C3C=CC(OC)=CC=3)(=S)S2)=[S:56])=CC=1. The catalyst is C1(C)C=CC=CC=1. The product is [CH2:1]([O:4][C:5]1([CH3:46])[CH2:10][CH2:9][N:8]([C:11]2[N:16]3[N:17]=[C:18]([C:20]4[S:56][C:23]([CH2:24][C:25]5[CH:30]=[CH:29][CH:28]=[C:27]([Br:31])[CH:26]=5)=[CH:22][N:21]=4)[CH:19]=[C:15]3[N:14]=[C:13]([CH3:34])[C:12]=2[C@H:35]([O:41][C:42]([CH3:45])([CH3:44])[CH3:43])[C:36]([O:38][CH2:39][CH3:40])=[O:37])[CH2:7][CH2:6]1)[CH:2]=[CH2:3]. The yield is 0.627.